From a dataset of Full USPTO retrosynthesis dataset with 1.9M reactions from patents (1976-2016). Predict the reactants needed to synthesize the given product. (1) Given the product [Cl:3][C:4]1[C:5]([Cl:25])=[CH:6][C:7]2[C:8]3[CH2:17][CH2:16][N:15]([C:18]([O:20][C:21]([CH3:22])([CH3:24])[CH3:23])=[O:19])[CH2:14][CH2:13][C:9]=3[N:10]([CH2:27][CH2:28][CH2:29][C:30]3[CH:35]=[CH:34][CH:33]=[CH:32][CH:31]=3)[C:11]=2[CH:12]=1, predict the reactants needed to synthesize it. The reactants are: [H-].[K+].[Cl:3][C:4]1[C:5]([Cl:25])=[CH:6][C:7]2[C:8]3[CH2:17][CH2:16][N:15]([C:18]([O:20][C:21]([CH3:24])([CH3:23])[CH3:22])=[O:19])[CH2:14][CH2:13][C:9]=3[NH:10][C:11]=2[CH:12]=1.Br[CH2:27][CH2:28][CH2:29][C:30]1[CH:35]=[CH:34][CH:33]=[CH:32][CH:31]=1. (2) The reactants are: [N+:1]([O-:4])(O)=[O:2].[CH3:5][S:6][C:7]1[S:8][C:9]2[CH:15]=[CH:14][CH:13]=[CH:12][C:10]=2[N:11]=1. Given the product [CH3:5][S:6][C:7]1[S:8][C:9]2[CH:15]=[C:14]([N+:1]([O-:4])=[O:2])[CH:13]=[CH:12][C:10]=2[N:11]=1, predict the reactants needed to synthesize it.